Dataset: Catalyst prediction with 721,799 reactions and 888 catalyst types from USPTO. Task: Predict which catalyst facilitates the given reaction. (1) Reactant: [CH3:1][C@@H:2]1[C@@H:7]([O:8][C:9](=[O:14])[C:10]([CH3:13])([CH3:12])[CH3:11])[CH2:6][CH2:5][NH:4][CH2:3]1.[CH3:15][C@@H:16]1[CH2:18][O:17]1. Product: [OH:17][C@H:16]([CH3:18])[CH2:15][N:4]1[CH2:5][CH2:6][C@H:7]([O:8][C:9](=[O:14])[C:10]([CH3:13])([CH3:12])[CH3:11])[C@@H:2]([CH3:1])[CH2:3]1. The catalyst class is: 8. (2) Reactant: [Br:1][C:2]1[CH:3]=[CH:4][C:5]([CH3:11])=[C:6]([CH:10]=1)[C:7]([OH:9])=[O:8].[C:12]([O-])([O-])=O.[K+].[K+].CI. Product: [CH3:12][O:8][C:7](=[O:9])[C:6]1[CH:10]=[C:2]([Br:1])[CH:3]=[CH:4][C:5]=1[CH3:11]. The catalyst class is: 3. (3) Reactant: Br[C:2]1[C:3]([C:9]#[N:10])=[N:4][C:5]([CH3:8])=[CH:6][CH:7]=1.C([Sn](CCCC)(CCCC)[C:16]1[CH:21]=[CH:20][CH:19]=[CH:18][N:17]=1)CCC.[F-].[Cs+]. Product: [CH3:8][C:5]1[N:4]=[C:3]([C:9]#[N:10])[C:2]([C:16]2[CH:21]=[CH:20][CH:19]=[CH:18][N:17]=2)=[CH:7][CH:6]=1. The catalyst class is: 555. (4) Reactant: Cl.[NH2:2][CH2:3][C:4]1[CH:5]=[C:6]2[C:10](=[CH:11][CH:12]=1)[C:9](=[O:13])[N:8]([CH:14]1[CH2:19][CH2:18][C:17](=[O:20])[NH:16][C:15]1=[O:21])[CH2:7]2.[Cl:22][C:23]1[CH:24]=[C:25]([N:29]=[C:30]=[O:31])[CH:26]=[CH:27][CH:28]=1.C(N(CC)CC)C.Cl. Product: [Cl:22][C:23]1[CH:24]=[C:25]([NH:29][C:30]([NH:2][CH2:3][C:4]2[CH:5]=[C:6]3[C:10](=[CH:11][CH:12]=2)[C:9](=[O:13])[N:8]([CH:14]2[CH2:19][CH2:18][C:17](=[O:20])[NH:16][C:15]2=[O:21])[CH2:7]3)=[O:31])[CH:26]=[CH:27][CH:28]=1. The catalyst class is: 9. (5) Reactant: C([O:8][C@@H:9]1[C@@H:14]([O:15]CC2C=CC=CC=2)[C@H:13]([O:23]CC2C=CC=CC=2)[C@@H:12]([CH2:31][O:32]CC2C=CC=CC=2)[O:11][CH:10]1[C:40]1[C:45]2[CH2:46][CH2:47][O:48][C:44]=2[C:43]([Cl:49])=[C:42]([CH2:50][C:51]2[CH:56]=[CH:55][C:54]([CH2:57][CH3:58])=[CH:53][CH:52]=2)[CH:41]=1)C1C=CC=CC=1. Product: [CH2:57]([C:54]1[CH:53]=[CH:52][C:51]([CH2:50][C:42]2[CH:41]=[C:40]([C@H:10]3[C@H:9]([OH:8])[C@@H:14]([OH:15])[C@H:13]([OH:23])[C@@H:12]([CH2:31][OH:32])[O:11]3)[C:45]3[CH2:46][CH2:47][O:48][C:44]=3[C:43]=2[Cl:49])=[CH:56][CH:55]=1)[CH3:58]. The catalyst class is: 358. (6) Reactant: [OH:1][C:2]1[CH:3]=[C:4]([CH:9]=[C:10]([OH:12])[CH:11]=1)[C:5]([O:7][CH3:8])=[O:6].[C:13]1(B(O)O)[CH:18]=[CH:17][CH:16]=[CH:15][CH:14]=1.C(OCC)(=O)C.C(OCC)(=O)C.CCCCCC. Product: [OH:1][C:2]1[CH:3]=[C:4]([CH:9]=[C:10]([O:12][C:13]2[CH:18]=[CH:17][CH:16]=[CH:15][CH:14]=2)[CH:11]=1)[C:5]([O:7][CH3:8])=[O:6]. The catalyst class is: 4. (7) Reactant: Cl.[CH3:2][N:3]([CH3:22])[CH2:4][C:5]1[CH2:11][CH2:10][S:9][C:8]2[CH:12]=[CH:13][CH:14]=[CH:15][C:7]=2[C:6]=1[C:16]1[CH:17]=[N:18][CH:19]=[CH:20][CH:21]=1.OO.C(OCC)(=[O:27])C.[OH-].[Na+]. Product: [CH3:2][N:3]([CH3:22])[CH2:4][C:5]1[CH2:11][CH2:10][S:9](=[O:27])[C:8]2[CH:12]=[CH:13][CH:14]=[CH:15][C:7]=2[C:6]=1[C:16]1[CH:17]=[N:18][CH:19]=[CH:20][CH:21]=1. The catalyst class is: 15. (8) Reactant: [Br:1][C:2]1(C(OC)=O)[CH:11]=[CH:10][C:9]2[C:4](=[CH:5][CH:6]=[CH:7][CH:8]=2)[NH:3]1.[OH-:16].[Na+].[CH3:18][OH:19]. Product: [Br:1][C:2]1[CH:11]=[C:10]([C:18]([OH:19])=[O:16])[C:9]2[C:4](=[CH:5][CH:6]=[CH:7][CH:8]=2)[N:3]=1. The catalyst class is: 6. (9) Reactant: [NH2:1][C:2]1[CH:3]=[CH:4][C:5]([CH3:21])=[C:6]([C:8]2[CH:13]=[CH:12][C:11]([C:14]([NH:16][CH2:17][CH:18]3[CH2:20][CH2:19]3)=[O:15])=[CH:10][CH:9]=2)[CH:7]=1.[C:22](O)(=[O:25])[CH2:23][CH3:24]. Product: [CH:18]1([CH2:17][NH:16][C:14]([C:11]2[CH:12]=[CH:13][C:8]([C:6]3[C:5]([CH3:21])=[CH:4][CH:3]=[C:2]([NH:1][C:22](=[O:25])[CH2:23][CH3:24])[CH:7]=3)=[CH:9][CH:10]=2)=[O:15])[CH2:20][CH2:19]1. The catalyst class is: 1.